This data is from Full USPTO retrosynthesis dataset with 1.9M reactions from patents (1976-2016). The task is: Predict the reactants needed to synthesize the given product. (1) Given the product [C:1]([O:5][C:6]([C:8]1([N:18]([C:19]([O:21][CH2:22][CH:23]([CH3:25])[CH3:24])=[O:20])[CH3:26])[CH2:17][CH2:16][C:15]2[C:10](=[CH:11][CH:12]=[CH:13][CH:14]=2)[CH2:9]1)=[O:7])([CH3:4])([CH3:3])[CH3:2], predict the reactants needed to synthesize it. The reactants are: [C:1]([O:5][C:6]([C:8]1([NH:18][C:19]([O:21][CH2:22][CH:23]([CH3:25])[CH3:24])=[O:20])[CH2:17][CH2:16][C:15]2[C:10](=[CH:11][CH:12]=[CH:13][CH:14]=2)[CH2:9]1)=[O:7])([CH3:4])([CH3:3])[CH3:2].[CH3:26]I.[H-].[Na+]. (2) Given the product [OH:25][C@H:24]1[CH2:2][CH2:1][N:4]([C:21]2[N:20]=[CH:19][C:16]3[C:17]4[N:11]([CH:10]=[C:9]([C:8]5[N:4]([CH:1]([CH3:3])[CH3:2])[N:5]=[CH:6][N:7]=5)[N:18]=4)[CH2:12][CH2:13][O:14][C:15]=3[CH:22]=2)[C@@H:8]1[C:9]([NH2:18])=[O:26], predict the reactants needed to synthesize it. The reactants are: [CH:1]([N:4]1[C:8]([C:9]2[N:18]=[C:17]3[N:11]([CH2:12][CH2:13][O:14][C:15]4[CH:22]=[C:21](O)[N:20]=[CH:19][C:16]=43)[CH:10]=2)=[N:7][CH:6]=[N:5]1)([CH3:3])[CH3:2].[CH3:24][OH:25].[OH2:26]. (3) Given the product [NH2:16][C:17]1[CH:22]=[C:21]([Cl:23])[CH:20]=[C:19]([Cl:24])[C:18]=1[S:25]([NH:15][CH:11]([CH2:10][N:1]1[CH:2]=[CH:3][C:4]([CH:5]=[CH2:30])=[C:9]1/[CH:8]=[CH:7]\[CH3:6])[CH:12]([CH3:13])[CH3:14])(=[O:27])=[O:26], predict the reactants needed to synthesize it. The reactants are: [N:1]1([CH2:10][CH:11]([NH2:15])[CH:12]([CH3:14])[CH3:13])[C:9]2[C:4](=[CH:5][CH:6]=[CH:7][CH:8]=2)[CH:3]=[CH:2]1.[NH2:16][C:17]1[CH:22]=[C:21]([Cl:23])[CH:20]=[C:19]([Cl:24])[C:18]=1[S:25](Cl)(=[O:27])=[O:26].N1C=CC=C[CH:30]=1.